From a dataset of Retrosynthesis with 50K atom-mapped reactions and 10 reaction types from USPTO. Predict the reactants needed to synthesize the given product. (1) Given the product Cc1ncoc1CSCCNC(=S)NC(=O)c1ccccc1, predict the reactants needed to synthesize it. The reactants are: Cc1ncoc1CSCCN.O=C(N=C=S)c1ccccc1. (2) Given the product CCN1CCC(O)(COc2ccc(-c3c(Cl)sc4[nH]c(=O)c(C#N)c(O)c34)cc2)CC1, predict the reactants needed to synthesize it. The reactants are: CC=O.N#Cc1c(O)c2c(-c3ccc(OCC4(O)CCNCC4)cc3)c(Cl)sc2[nH]c1=O. (3) Given the product Cc1cc(C#Cc2cn(CC(F)(F)F)c(C)n2)ccn1, predict the reactants needed to synthesize it. The reactants are: CS(=O)(=O)OCC(F)(F)F.Cc1cc(C#Cc2c[nH]c(C)n2)ccn1. (4) Given the product Cc1c(-c2cccc(F)c2)nc2ncccc2c1N1CC2(CCOCC2)c2ncc(N3CCOCC3)cc21, predict the reactants needed to synthesize it. The reactants are: Cc1c(-c2cccc(F)c2)nc2ncccc2c1Cl.c1nc2c(cc1N1CCOCC1)NCC21CCOCC1. (5) The reactants are: CC(C)(C)OC(=O)NCCN(C(=O)C(Cl)Cl)c1cccc(-c2cc(-c3c(Cl)cccc3Cl)no2)c1. Given the product O=C(O)C(F)(F)F, predict the reactants needed to synthesize it. (6) Given the product CCN(CC)CCCCOc1ccc(N(C)S(=O)(=O)c2ccc(C(F)(F)F)cc2)cc1, predict the reactants needed to synthesize it. The reactants are: CCNCC.CN(c1ccc(OCCCCBr)cc1)S(=O)(=O)c1ccc(C(F)(F)F)cc1. (7) Given the product CN(C)C(=O)Cc1cc2c(Br)ccnc2[nH]1, predict the reactants needed to synthesize it. The reactants are: CNC.O=C(O)Cc1cc2c(Br)ccnc2[nH]1. (8) Given the product O=CC(F)(F)c1ccccc1, predict the reactants needed to synthesize it. The reactants are: OCC(F)(F)c1ccccc1. (9) Given the product Cc1ccc(-c2c(/C=C/c3ccccc3Br)c(C)nc(CC(C)C)c2CNC(=O)OC(C)(C)C)cc1, predict the reactants needed to synthesize it. The reactants are: CCOP(=O)(Cc1ccccc1Br)OCC.Cc1ccc(-c2c(C=O)c(C)nc(CC(C)C)c2CNC(=O)OC(C)(C)C)cc1. (10) Given the product CC(C)(C)OC(=O)N1CCC2CN(C(=O)c3ccoc3)CC21, predict the reactants needed to synthesize it. The reactants are: CC(C)(C)OC(=O)N1CCC2CNCC21.O=C(O)c1ccoc1.